Predict the reactants needed to synthesize the given product. From a dataset of Full USPTO retrosynthesis dataset with 1.9M reactions from patents (1976-2016). (1) The reactants are: [H-].[Na+].[S:3](Cl)([C:6]1[CH:12]=[CH:11][C:9]([CH3:10])=[CH:8][CH:7]=1)(=[O:5])=[O:4].[F:14][C:15]([F:26])([F:25])[C:16]1[CH:17]=[C:18]2[CH:24]=[CH:23][NH:22][C:19]2=[N:20][CH:21]=1. Given the product [F:26][C:15]([F:14])([F:25])[C:16]1[CH:17]=[C:18]2[CH:24]=[CH:23][N:22]([S:3]([C:6]3[CH:12]=[CH:11][C:9]([CH3:10])=[CH:8][CH:7]=3)(=[O:5])=[O:4])[C:19]2=[N:20][CH:21]=1, predict the reactants needed to synthesize it. (2) Given the product [Cl:3][C:4]1[CH:5]=[C:6]2[C:11](=[CH:12][C:13]=1[O:14][CH3:15])[N+:10]([O-:1])=[CH:9][CH:8]=[CH:7]2, predict the reactants needed to synthesize it. The reactants are: [OH:1]O.[Cl:3][C:4]1[CH:5]=[C:6]2[C:11](=[CH:12][C:13]=1[O:14][CH3:15])[N:10]=[CH:9][CH:8]=[CH:7]2.